This data is from Reaction yield outcomes from USPTO patents with 853,638 reactions. The task is: Predict the reaction yield, written as a fraction of the theoretical maximum amount of product (1.0 means a 100% yield; for example, 0.34 means a 34% yield). (1) The reactants are CC([O-])=O.[Na+].[Br:6]Br.[CH3:8][O:9][C:10]1[CH:15]=[CH:14][CH:13]=[C:12]([N+:16]([O-:18])=[O:17])[C:11]=1[NH2:19]. The product is [Br:6][C:14]1[CH:13]=[C:12]([N+:16]([O-:18])=[O:17])[C:11]([NH2:19])=[C:10]([O:9][CH3:8])[CH:15]=1. The catalyst is CC(O)=O. The yield is 0.830. (2) The yield is 0.570. The product is [Br:1][C:2]1[CH:15]=[CH:14][C:13]2[C:4](=[C:5]([C:37]3[C:46]4[C:41](=[CH:42][CH:43]=[CH:44][CH:45]=4)[CH:40]=[CH:39][CH:38]=3)[C:6]3[CH:7]=[C:8]4[C:33]([CH3:35])([CH3:34])[C:32]5[C:27](=[CH:28][CH:29]=[CH:30][CH:31]=5)[C:9]4=[CH:10][C:11]=3[C:12]=2[C:17]2[C:26]3[C:21](=[CH:22][CH:23]=[CH:24][CH:25]=3)[CH:20]=[CH:19][CH:18]=2)[CH:3]=1. The reactants are [Br:1][C:2]1[CH:15]=[CH:14][C:13]2[C:12]([C:17]3[C:26]4[C:21](=[CH:22][CH:23]=[CH:24][CH:25]=4)[CH:20]=[CH:19][CH:18]=3)(O)[C:11]3[CH:10]=[C:9]4[C:27]5[C:32]([C:33]([CH3:35])([CH3:34])[C:8]4=[CH:7][C:6]=3[C:5]([C:37]3[C:46]4[C:41](=[CH:42][CH:43]=[CH:44][CH:45]=4)[CH:40]=[CH:39][CH:38]=3)(O)[C:4]=2[CH:3]=1)=[CH:31][CH:30]=[CH:29][CH:28]=5.[I-].[K+].[PH2]([O-])=O.[Na+]. The catalyst is C(O)(=O)C. (3) The reactants are C[O:2][C:3](=[O:36])[C:4]1[CH:9]=[C:8]([O:10][C:11]2[CH:16]=[CH:15][C:14]([CH2:17][CH2:18][CH2:19][C:20]3[N:21]([CH2:33][CH3:34])[CH:22]=[C:23]([C:25]4[CH:30]=[CH:29][C:28]([Cl:31])=[CH:27][C:26]=4[Cl:32])[N:24]=3)=[CH:13][CH:12]=2)[CH:7]=[CH:6][C:5]=1[NH2:35].[F:37][C:38]([F:51])([F:50])[S:39](O[S:39]([C:38]([F:51])([F:50])[F:37])(=[O:41])=[O:40])(=[O:41])=[O:40].CCN(C(C)C)C(C)C. No catalyst specified. The product is [Cl:32][C:26]1[CH:27]=[C:28]([Cl:31])[CH:29]=[CH:30][C:25]=1[C:23]1[N:24]=[C:20]([CH2:19][CH2:18][CH2:17][C:14]2[CH:15]=[CH:16][C:11]([O:10][C:8]3[CH:7]=[CH:6][C:5]([NH:35][S:39]([C:38]([F:51])([F:50])[F:37])(=[O:41])=[O:40])=[C:4]([CH:9]=3)[C:3]([OH:2])=[O:36])=[CH:12][CH:13]=2)[N:21]([CH2:33][CH3:34])[CH:22]=1. The yield is 0.270.